From a dataset of Cav3 T-type calcium channel HTS with 100,875 compounds. Binary Classification. Given a drug SMILES string, predict its activity (active/inactive) in a high-throughput screening assay against a specified biological target. The drug is O1CCN(C(=O)C(N2C(=O)c3c(C2=O)cccc3)C(C)C)CC1. The result is 0 (inactive).